Dataset: Full USPTO retrosynthesis dataset with 1.9M reactions from patents (1976-2016). Task: Predict the reactants needed to synthesize the given product. (1) Given the product [CH:18]1([C:21]2[N:22]=[C:23]([C:26]3([C:27]#[N:28])[CH2:5][CH2:4]3)[S:24][CH:25]=2)[CH2:20][CH2:19]1, predict the reactants needed to synthesize it. The reactants are: [OH-].[Na+].Cl.[CH2:4]([N+](CC)(CC)CC)[C:5]1C=CC=CC=1.[CH:18]1([C:21]2[N:22]=[C:23]([CH2:26][C:27]#[N:28])[S:24][CH:25]=2)[CH2:20][CH2:19]1.BrCCBr. (2) Given the product [Br:1][C:2]1[CH:10]=[CH:9][C:5]([C:6]([O:8][CH2:21][CH3:22])=[O:7])=[C:4]([F:11])[CH:3]=1, predict the reactants needed to synthesize it. The reactants are: [Br:1][C:2]1[CH:10]=[CH:9][C:5]([C:6]([OH:8])=[O:7])=[C:4]([F:11])[CH:3]=1.S(Cl)(Cl)=O.C(=O)([O-])O.[Na+].[CH2:21](O)[CH3:22]. (3) Given the product [Si:19]([O:18][CH2:17][CH2:16][N:11]1[C:12]2[C:7](=[CH:6][CH:5]=[C:4]([N+:1]([O-:3])=[O:2])[CH:13]=2)[CH2:8][CH2:9][C:10]1=[O:14])([C:22]([CH3:25])([CH3:24])[CH3:23])([CH3:21])[CH3:20], predict the reactants needed to synthesize it. The reactants are: [N+:1]([C:4]1[CH:13]=[C:12]2[C:7]([CH2:8][CH2:9][C:10](=[O:14])[NH:11]2)=[CH:6][CH:5]=1)([O-:3])=[O:2].Br[CH2:16][CH2:17][O:18][Si:19]([C:22]([CH3:25])([CH3:24])[CH3:23])([CH3:21])[CH3:20].C(=O)([O-])[O-].[K+].[K+].[I-].[K+]. (4) Given the product [CH3:1][O:2][C:3]1[CH:4]=[C:5]([C:11]2[CH:31]=[N:30][C:14]3[N:15]=[C:16]([NH:19][C:20]4[C:25]([NH2:26])=[CH:24][CH:23]=[CH:22][C:21]=4[CH3:29])[N:17]=[CH:18][C:13]=3[CH:12]=2)[CH:6]=[C:7]([O:9][CH3:10])[CH:8]=1, predict the reactants needed to synthesize it. The reactants are: [CH3:1][O:2][C:3]1[CH:4]=[C:5]([C:11]2[CH:31]=[N:30][C:14]3[N:15]=[C:16]([NH:19][C:20]4[C:25]([N+:26]([O-])=O)=[CH:24][CH:23]=[CH:22][C:21]=4[CH3:29])[N:17]=[CH:18][C:13]=3[CH:12]=2)[CH:6]=[C:7]([O:9][CH3:10])[CH:8]=1.[Cl-].[NH4+]. (5) Given the product [Cl:1][C:2]1[CH:3]=[CH:4][C:5]([N:8]2[CH:12]=[C:11]([C:13]([O:15][C:24]([CH3:27])([CH3:26])[CH3:25])=[O:14])[N:10]=[C:9]2[C:16]2[CH:21]=[CH:20][C:19]([Cl:22])=[CH:18][C:17]=2[Cl:23])=[CH:6][CH:7]=1, predict the reactants needed to synthesize it. The reactants are: [Cl:1][C:2]1[CH:7]=[CH:6][C:5]([N:8]2[CH:12]=[C:11]([C:13]([OH:15])=[O:14])[N:10]=[C:9]2[C:16]2[CH:21]=[CH:20][C:19]([Cl:22])=[CH:18][C:17]=2[Cl:23])=[CH:4][CH:3]=1.[C:24](OC(O[C:24]([CH3:27])([CH3:26])[CH3:25])N(C)C)([CH3:27])([CH3:26])[CH3:25]. (6) Given the product [Br:13][C:14]1[N:18]([CH3:19])[N:17]=[CH:16][C:15]=1[C:20]1[N:21]=[C:22]([CH3:28])[N:23]2[C:24]=1[C:1](=[O:2])[NH:27][CH:26]=[N:25]2, predict the reactants needed to synthesize it. The reactants are: [C:1](N1C=NC=N1)(N1C=NC=N1)=[O:2].[Br:13][C:14]1[N:18]([CH3:19])[N:17]=[CH:16][C:15]=1[C:20]1[N:21]=[C:22]([CH3:28])[N:23]([NH:25][CH:26]=[NH:27])[CH:24]=1.